From a dataset of Forward reaction prediction with 1.9M reactions from USPTO patents (1976-2016). Predict the product of the given reaction. Given the reactants [CH2:1]([O:3][C:4]1[CH:14]=[CH:13][CH:12]=[CH:11][C:5]=1[C:6]([O:8]CC)=[O:7])[CH3:2].CC(C)([O-])C.[K+].CCCCCC.C(OCC)(=O)C.Cl, predict the reaction product. The product is: [CH2:1]([O:3][C:4]1[CH:14]=[CH:13][CH:12]=[CH:11][C:5]=1[C:6]([OH:8])=[O:7])[CH3:2].